Dataset: Forward reaction prediction with 1.9M reactions from USPTO patents (1976-2016). Task: Predict the product of the given reaction. (1) Given the reactants Br[C:2]1[C:6]([CH3:7])=[C:5]([C:8]2[CH:13]=[CH:12][C:11]([O:14][CH3:15])=[CH:10][CH:9]=2)[S:4][C:3]=1[CH:16]1[O:20][CH2:19][CH2:18][O:17]1.[CH3:21][O:22][C:23]1[CH:24]=[C:25](B(O)O)[CH:26]=[CH:27][CH:28]=1.C([O-])([O-])=O.[K+].[K+].C(OCC)(=O)C.CCCCCC, predict the reaction product. The product is: [CH3:21][O:22][C:23]1[CH:28]=[C:27]([C:2]2[C:6]([CH3:7])=[C:5]([C:8]3[CH:13]=[CH:12][C:11]([O:14][CH3:15])=[CH:10][CH:9]=3)[S:4][C:3]=2[CH:16]2[O:20][CH2:19][CH2:18][O:17]2)[CH:26]=[CH:25][CH:24]=1. (2) Given the reactants [F:1][C:2]1[CH:9]=[CH:8][CH:7]=[CH:6][C:3]=1[C:4]#[N:5].[CH3:10][CH:11]([CH3:14])[CH:12]=[O:13], predict the reaction product. The product is: [F:1][C:2]1[C:9]([CH:12]([OH:13])[CH:11]([CH3:14])[CH3:10])=[CH:8][CH:7]=[CH:6][C:3]=1[C:4]#[N:5]. (3) Given the reactants [Br:1][C:2]1[CH:3]=[C:4]([CH:10]([NH:12][CH:13]([CH3:19])[CH:14](OC)OC)[CH3:11])[CH:5]=[CH:6][C:7]=1[O:8][CH3:9].ClS(O)(=O)=O, predict the reaction product. The product is: [Br:1][C:2]1[CH:3]=[C:4]2[C:5]([CH:14]=[C:13]([CH3:19])[N:12]=[C:10]2[CH3:11])=[CH:6][C:7]=1[O:8][CH3:9]. (4) Given the reactants C(OC(=O)[NH:7][C:8]1[CH:13]=[CH:12][C:11]([Cl:14])=[CH:10][C:9]=1[CH:15](O)[CH3:16])(C)(C)C.O.Cl.[S-:21][C:22]#[N:23].[K+], predict the reaction product. The product is: [Cl:14][C:11]1[CH:10]=[C:9]2[C:8](=[CH:13][CH:12]=1)[NH:7][C:22](=[S:21])[NH:23][CH:15]2[CH3:16]. (5) Given the reactants Cl[CH2:2][CH2:3][CH2:4][CH2:5][N:6]1[C:14](=[O:15])[N:9]2[CH:10]=[CH:11][CH:12]=[CH:13][C:8]2=[N:7]1.[NH:16]1[CH2:21][CH:20]=[C:19]([C:22]2[C:30]3[C:25](=[CH:26][CH:27]=[CH:28][CH:29]=3)[NH:24][CH:23]=2)[CH2:18][CH2:17]1, predict the reaction product. The product is: [NH:24]1[C:25]2[C:30](=[CH:29][CH:28]=[CH:27][CH:26]=2)[C:22]([C:19]2[CH2:20][CH2:21][N:16]([CH2:2][CH2:3][CH2:4][CH2:5][N:6]3[C:14](=[O:15])[N:9]4[CH:10]=[CH:11][CH:12]=[CH:13][C:8]4=[N:7]3)[CH2:17][CH:18]=2)=[CH:23]1. (6) Given the reactants [CH2:1]([O:3][C:4]([C:6]1[NH:7][C:8]([Br:15])=[N:9][C:10]=1[C:11]([F:14])([F:13])[F:12])=[O:5])[CH3:2].Br[CH2:17][C:18]([NH:20][C:21]1[C:26]([CH3:27])=[CH:25][C:24]([CH3:28])=[CH:23][C:22]=1[CH3:29])=[O:19].C1CCN2C(=NCCC2)CC1.CO, predict the reaction product. The product is: [CH2:1]([O:3][C:4]([C:6]1[N:7]([CH2:17][C:18](=[O:19])[NH:20][C:21]2[C:22]([CH3:29])=[CH:23][C:24]([CH3:28])=[CH:25][C:26]=2[CH3:27])[C:8]([Br:15])=[N:9][C:10]=1[C:11]([F:14])([F:13])[F:12])=[O:5])[CH3:2]. (7) Given the reactants [OH:1][CH2:2][C@H:3]([NH:5][C:6](=[O:12])[O:7][C:8]([CH3:11])([CH3:10])[CH3:9])[CH3:4].C(N(CC)CC)C.[CH3:20][S:21](Cl)(=[O:23])=[O:22].O, predict the reaction product. The product is: [CH3:20][S:21]([O:1][CH2:2][C@H:3]([NH:5][C:6]([O:7][C:8]([CH3:11])([CH3:10])[CH3:9])=[O:12])[CH3:4])(=[O:23])=[O:22].